This data is from Reaction yield outcomes from USPTO patents with 853,638 reactions. The task is: Predict the reaction yield, written as a fraction of the theoretical maximum amount of product (1.0 means a 100% yield; for example, 0.34 means a 34% yield). The catalyst is C1COCC1.CO.C(Cl)Cl. The yield is 0.610. The product is [Cl:39][C:37]1[S:36][C:34]2[NH:35][C:31]([C:29]([NH:28][CH:20]3[CH2:21][C:22]4[C:27](=[CH:26][CH:25]=[CH:24][CH:23]=4)[N:18]([CH2:17][C:14]4[O:16][N:45]=[C:43]([CH3:44])[N:42]=4)[C:19]3=[O:40])=[O:30])=[CH:32][C:33]=2[CH:38]=1. The reactants are CN1CCOCC1.ClC(OCC)=O.[C:14]([CH2:17][N:18]1[C:27]2[C:22](=[CH:23][CH:24]=[CH:25][CH:26]=2)[CH2:21][CH:20]([NH:28][C:29]([C:31]2[NH:35][C:34]3[S:36][C:37]([Cl:39])=[CH:38][C:33]=3[CH:32]=2)=[O:30])[C:19]1=[O:40])([OH:16])=O.O[N:42]=[C:43]([NH2:45])[CH3:44].